From a dataset of Catalyst prediction with 721,799 reactions and 888 catalyst types from USPTO. Predict which catalyst facilitates the given reaction. (1) Reactant: [C:1]([O:5][C:6]([N:8]1[CH2:22][C@@H:21]([CH3:23])[N:11]2[C:12]3[CH:13]=[C:14]([CH3:20])[C:15](Br)=[CH:16][C:17]=3[CH:18]=[C:10]2[CH2:9]1)=[O:7])([CH3:4])([CH3:3])[CH3:2].[C:24](=O)([O-])[O-].[K+].[K+].CB1OB(C)OB(C)O1. Product: [C:1]([O:5][C:6]([N:8]1[CH2:22][C@@H:21]([CH3:23])[N:11]2[C:12]3[CH:13]=[C:14]([CH3:20])[C:15]([CH3:24])=[CH:16][C:17]=3[CH:18]=[C:10]2[CH2:9]1)=[O:7])([CH3:4])([CH3:3])[CH3:2]. The catalyst class is: 77. (2) Reactant: [CH2:1]([N:3]([CH2:6][C:7]1[CH:12]=[CH:11][N:10]=[C:9]([F:13])[C:8]=1[CH:14]=[N:15]O)[CH2:4][CH3:5])[CH3:2].[OH-].[Na+]. Product: [CH2:4]([N:3]([CH2:1][CH3:2])[CH2:6][C:7]1[CH:12]=[CH:11][N:10]=[C:9]([F:13])[C:8]=1[CH2:14][NH2:15])[CH3:5]. The catalyst class is: 183. (3) Reactant: [C:1]1([S:17]([O-:20])(=[O:19])=[O:18])[C:14]2[C:13](=[O:15])[C:12]3[C:7](=[CH:8][CH:9]=[CH:10][CH:11]=3)[C:6](=[O:16])[C:5]=2[CH:4]=[CH:3][CH:2]=1.[Na+].C1(S(O)(=O)=O)C2C(=O)C3C(=CC=CC=3)C(=O)C=2C=CC=1.[Ag:42]=O. Product: [C:1]1([S:17]([O-:20])(=[O:18])=[O:19])[C:14]2[C:13](=[O:15])[C:12]3[C:7](=[CH:8][CH:9]=[CH:10][CH:11]=3)[C:6](=[O:16])[C:5]=2[CH:4]=[CH:3][CH:2]=1.[Ag+:42]. The catalyst class is: 6. (4) Reactant: [CH3:1][Mg]Br.[CH2:4]([O:11][C:12]([NH:14][C@H:15]1[CH2:20][CH2:19][N:18]([C:21]2[S:25][C:24]([C:26]([O:28][CH3:29])=[O:27])=[C:23]([CH:30]=[O:31])[CH:22]=2)[CH2:17][C@H:16]1[O:32][CH3:33])=[O:13])[C:5]1[CH:10]=[CH:9][CH:8]=[CH:7][CH:6]=1.[Cl-].[NH4+]. Product: [CH2:4]([O:11][C:12]([NH:14][C@H:15]1[CH2:20][CH2:19][N:18]([C:21]2[S:25][C:24]([C:26]([O:28][CH3:29])=[O:27])=[C:23]([CH:30]([OH:31])[CH3:1])[CH:22]=2)[CH2:17][C@H:16]1[O:32][CH3:33])=[O:13])[C:5]1[CH:10]=[CH:9][CH:8]=[CH:7][CH:6]=1. The catalyst class is: 1. (5) Reactant: [CH2:1]([O:8][C:9]1[CH:14]=[CH:13][C:12]([C:15]2[N:19]=[C:18]([CH2:20]O)[S:17][N:16]=2)=[CH:11][CH:10]=1)[C:2]1[CH:7]=[CH:6][CH:5]=[CH:4][CH:3]=1.P(Br)(Br)[Br:23].O. Product: [CH2:1]([O:8][C:9]1[CH:14]=[CH:13][C:12]([C:15]2[N:19]=[C:18]([CH2:20][Br:23])[S:17][N:16]=2)=[CH:11][CH:10]=1)[C:2]1[CH:7]=[CH:6][CH:5]=[CH:4][CH:3]=1. The catalyst class is: 11.